This data is from TCR-epitope binding with 47,182 pairs between 192 epitopes and 23,139 TCRs. The task is: Binary Classification. Given a T-cell receptor sequence (or CDR3 region) and an epitope sequence, predict whether binding occurs between them. (1) The epitope is SQASSRSSSR. The TCR CDR3 sequence is CASSLEAGLDGYTF. Result: 0 (the TCR does not bind to the epitope). (2) The epitope is TVYDPLQPELDSFK. The TCR CDR3 sequence is CASSFYGREAFF. Result: 0 (the TCR does not bind to the epitope). (3) The epitope is SEETGTLIV. The TCR CDR3 sequence is CASSATGGPLNEQFF. Result: 0 (the TCR does not bind to the epitope).